This data is from Forward reaction prediction with 1.9M reactions from USPTO patents (1976-2016). The task is: Predict the product of the given reaction. Given the reactants [CH3:1][O:2][C:3](=[O:33])[C@H:4]([CH2:13][C:14]1[CH:19]=[CH:18][C:17]([Sn](CCCC)(CCCC)CCCC)=[CH:16][CH:15]=1)[NH:5][C:6]([O:8][C:9]([CH3:12])([CH3:11])[CH3:10])=[O:7].C(=O)(O)[O-].[Na+].[F:39]C(F)(F)S([O-])(=O)=O.[Na+].F[P-](F)(F)(F)(F)F.F[P-](F)(F)(F)(F)F.ClC[N+]12CC[N+](F)(CC1)CC2, predict the reaction product. The product is: [CH3:1][O:2][C:3](=[O:33])[C@H:4]([CH2:13][C:14]1[CH:19]=[CH:18][C:17]([F:39])=[CH:16][CH:15]=1)[NH:5][C:6]([O:8][C:9]([CH3:12])([CH3:11])[CH3:10])=[O:7].